The task is: Predict which catalyst facilitates the given reaction.. This data is from Catalyst prediction with 721,799 reactions and 888 catalyst types from USPTO. Reactant: [CH3:1][C@H:2]1[CH2:6][CH2:5][CH2:4][N:3]1[C:7]1[CH:8]=[C:9]([NH2:13])[CH:10]=[CH:11][CH:12]=1.[Cl:14][C:15]1[N:16]=[C:17](Cl)[C:18]2[N:23]=[CH:22][S:21][C:19]=2[N:20]=1.CCN(C(C)C)C(C)C. Product: [Cl:14][C:15]1[N:16]=[C:17]([NH:13][C:9]2[CH:10]=[CH:11][CH:12]=[C:7]([N:3]3[CH2:4][CH2:5][CH2:6][C@@H:2]3[CH3:1])[CH:8]=2)[C:18]2[N:23]=[CH:22][S:21][C:19]=2[N:20]=1. The catalyst class is: 41.